From a dataset of Reaction yield outcomes from USPTO patents with 853,638 reactions. Predict the reaction yield, written as a fraction of the theoretical maximum amount of product (1.0 means a 100% yield; for example, 0.34 means a 34% yield). (1) The reactants are [H-].[Na+].[NH2:3][C:4]1[O:8][N:7]=[C:6]([CH3:9])[CH:5]=1.[CH:10]1C=C(OC(OC2N=CC=CC=2)=S)N=CC=1.[NH:26]([C:28](=[O:49])[C:29]([NH:31][C:32]1[CH:37]=[CH:36][C:35]([C@H:38]2[CH2:43][CH2:42][C@H:41]([CH2:44][C:45]([O:47]C)=[O:46])[CH2:40][CH2:39]2)=[CH:34][CH:33]=1)=[O:30])[NH2:27].CCN=C=NCCCN(C)C. The catalyst is C1COCC1.CN(C=O)C. The product is [CH3:9][C:6]1[CH:5]=[C:4]([NH:3][C:10]2[O:49][C:28]([C:29]([NH:31][C:32]3[CH:37]=[CH:36][C:35]([C@H:38]4[CH2:43][CH2:42][C@H:41]([CH2:44][C:45]([OH:47])=[O:46])[CH2:40][CH2:39]4)=[CH:34][CH:33]=3)=[O:30])=[N:26][N:27]=2)[O:8][N:7]=1. The yield is 0.200. (2) The reactants are [NH2:1][C:2]1[CH:3]=[C:4]([CH:10]=[CH:11][CH:12]=1)[O:5][CH2:6][C:7]([OH:9])=[O:8].[C:13](O[C:13]([O:15][C:16]([CH3:19])([CH3:18])[CH3:17])=[O:14])([O:15][C:16]([CH3:19])([CH3:18])[CH3:17])=[O:14].[OH-].[Na+]. The catalyst is O1CCOCC1. The product is [C:16]([O:15][C:13]([NH:1][C:2]1[CH:3]=[C:4]([CH:10]=[CH:11][CH:12]=1)[O:5][CH2:6][C:7]([OH:9])=[O:8])=[O:14])([CH3:19])([CH3:18])[CH3:17]. The yield is 0.910. (3) The reactants are [F:1][C:2]([F:11])([F:10])/[CH:3]=[CH:4]/[C:5]([O:7][CH2:8][CH3:9])=[O:6].C(O)(C(F)(F)F)=O.[CH2:19]([N:26]([CH2:30][Si](C)(C)C)[CH2:27]OC)[C:20]1[CH:25]=[CH:24][CH:23]=[CH:22][CH:21]=1. The catalyst is C(Cl)Cl. The product is [CH2:19]([N:26]1[CH2:30][C@@H:3]([C:2]([F:10])([F:11])[F:1])[C@H:4]([C:5]([O:7][CH2:8][CH3:9])=[O:6])[CH2:27]1)[C:20]1[CH:25]=[CH:24][CH:23]=[CH:22][CH:21]=1. The yield is 0.790.